This data is from Full USPTO retrosynthesis dataset with 1.9M reactions from patents (1976-2016). The task is: Predict the reactants needed to synthesize the given product. Given the product [Br:16][C:17]1[CH:18]=[C:19]2[C:23](=[C:24]([Cl:26])[CH:25]=1)[N:22]([C:9]1[C:8](=[O:15])[N:7]([C@H:4]([CH:1]3[CH2:3][CH2:2]3)[CH2:5][CH3:6])[CH:12]=[C:11]([Cl:13])[N:10]=1)[CH2:21][CH2:20]2, predict the reactants needed to synthesize it. The reactants are: [CH:1]1([C@@H:4]([N:7]2[CH:12]=[C:11]([Cl:13])[N:10]=[C:9](Cl)[C:8]2=[O:15])[CH2:5][CH3:6])[CH2:3][CH2:2]1.[Br:16][C:17]1[CH:18]=[C:19]2[C:23](=[C:24]([Cl:26])[CH:25]=1)[NH:22][CH2:21][CH2:20]2.